Dataset: Full USPTO retrosynthesis dataset with 1.9M reactions from patents (1976-2016). Task: Predict the reactants needed to synthesize the given product. (1) Given the product [CH3:2][O:3][CH:4]=[C:35]1[CH:40]2[CH:38]3[CH:39]2[CH2:41][CH:36]1[CH:37]3[C:42]1[NH:50][C:49]2[C:48](=[O:51])[N:47]([CH2:52][CH2:53][CH3:54])[C:46](=[O:55])[N:45]([CH2:56][CH2:57][CH3:58])[C:44]=2[N:43]=1, predict the reactants needed to synthesize it. The reactants are: [Cl-].[CH3:2][O:3][CH2:4][P+](C1C=CC=CC=1)(C1C=CC=CC=1)C1C=CC=CC=1.C[Si]([N-][Si](C)(C)C)(C)C.[K+].O=[C:35]1[CH:40]2[CH:38]3[CH:39]2[CH2:41][CH:36]1[CH:37]3[C:42]1[NH:50][C:49]2[C:48](=[O:51])[N:47]([CH2:52][CH2:53][CH3:54])[C:46](=[O:55])[N:45]([CH2:56][CH2:57][CH3:58])[C:44]=2[N:43]=1. (2) Given the product [F:32][CH:2]([F:1])[C:3]1[N:7]([C:8]2[N:13]=[C:12]([N:14]3[CH2:15][CH2:16][O:17][CH2:18][CH2:19]3)[N:11]=[C:10]([NH:20][C@H:21]3[CH2:22][CH2:23][C@H:24]([NH:27][CH2:33][CH3:34])[CH2:25][CH2:26]3)[CH:9]=2)[C:6]2[CH:28]=[CH:29][CH:30]=[CH:31][C:5]=2[N:4]=1, predict the reactants needed to synthesize it. The reactants are: [F:1][CH:2]([F:32])[C:3]1[N:7]([C:8]2[N:13]=[C:12]([N:14]3[CH2:19][CH2:18][O:17][CH2:16][CH2:15]3)[N:11]=[C:10]([NH:20][C@H:21]3[CH2:26][CH2:25][C@H:24]([NH2:27])[CH2:23][CH2:22]3)[CH:9]=2)[C:6]2[CH:28]=[CH:29][CH:30]=[CH:31][C:5]=2[N:4]=1.[CH:33](=O)[CH3:34].C(O[BH-](OC(=O)C)OC(=O)C)(=O)C.C(=O)C1C=CC=CC=1.